This data is from NCI-60 drug combinations with 297,098 pairs across 59 cell lines. The task is: Regression. Given two drug SMILES strings and cell line genomic features, predict the synergy score measuring deviation from expected non-interaction effect. (1) Drug 1: CCC1=CC2CC(C3=C(CN(C2)C1)C4=CC=CC=C4N3)(C5=C(C=C6C(=C5)C78CCN9C7C(C=CC9)(C(C(C8N6C)(C(=O)OC)O)OC(=O)C)CC)OC)C(=O)OC.C(C(C(=O)O)O)(C(=O)O)O. Drug 2: C1=NC2=C(N1)C(=S)N=C(N2)N. Cell line: HOP-62. Synergy scores: CSS=37.8, Synergy_ZIP=-4.02, Synergy_Bliss=-4.51, Synergy_Loewe=-1.11, Synergy_HSA=1.32. (2) Cell line: RPMI-8226. Synergy scores: CSS=11.7, Synergy_ZIP=2.88, Synergy_Bliss=3.19, Synergy_Loewe=7.12, Synergy_HSA=4.78. Drug 1: C1=CC(=CC=C1C#N)C(C2=CC=C(C=C2)C#N)N3C=NC=N3. Drug 2: CC1CCC2CC(C(=CC=CC=CC(CC(C(=O)C(C(C(=CC(C(=O)CC(OC(=O)C3CCCCN3C(=O)C(=O)C1(O2)O)C(C)CC4CCC(C(C4)OC)OCCO)C)C)O)OC)C)C)C)OC. (3) Drug 1: CCC1=C2CN3C(=CC4=C(C3=O)COC(=O)C4(CC)O)C2=NC5=C1C=C(C=C5)O. Drug 2: CN(CC1=CN=C2C(=N1)C(=NC(=N2)N)N)C3=CC=C(C=C3)C(=O)NC(CCC(=O)O)C(=O)O. Cell line: M14. Synergy scores: CSS=22.4, Synergy_ZIP=-4.54, Synergy_Bliss=-2.05, Synergy_Loewe=-1.77, Synergy_HSA=1.16. (4) Drug 1: CC1=CC=C(C=C1)C2=CC(=NN2C3=CC=C(C=C3)S(=O)(=O)N)C(F)(F)F. Drug 2: CS(=O)(=O)OCCCCOS(=O)(=O)C. Cell line: MDA-MB-231. Synergy scores: CSS=0.183, Synergy_ZIP=1.93, Synergy_Bliss=3.13, Synergy_Loewe=0.128, Synergy_HSA=0.192. (5) Drug 1: CC(CN1CC(=O)NC(=O)C1)N2CC(=O)NC(=O)C2. Drug 2: CC1C(C(CC(O1)OC2CC(CC3=C2C(=C4C(=C3O)C(=O)C5=C(C4=O)C(=CC=C5)OC)O)(C(=O)C)O)N)O.Cl. Cell line: NCI/ADR-RES. Synergy scores: CSS=14.3, Synergy_ZIP=9.04, Synergy_Bliss=12.0, Synergy_Loewe=9.63, Synergy_HSA=10.2. (6) Drug 1: CC1=CC=C(C=C1)C2=CC(=NN2C3=CC=C(C=C3)S(=O)(=O)N)C(F)(F)F. Drug 2: CC1C(C(CC(O1)OC2CC(OC(C2O)C)OC3=CC4=CC5=C(C(=O)C(C(C5)C(C(=O)C(C(C)O)O)OC)OC6CC(C(C(O6)C)O)OC7CC(C(C(O7)C)O)OC8CC(C(C(O8)C)O)(C)O)C(=C4C(=C3C)O)O)O)O. Cell line: EKVX. Synergy scores: CSS=30.3, Synergy_ZIP=4.46, Synergy_Bliss=6.37, Synergy_Loewe=-19.3, Synergy_HSA=3.71. (7) Drug 1: C1=CN(C(=O)N=C1N)C2C(C(C(O2)CO)O)O.Cl. Drug 2: CS(=O)(=O)OCCCCOS(=O)(=O)C. Cell line: HOP-62. Synergy scores: CSS=53.2, Synergy_ZIP=2.88, Synergy_Bliss=2.04, Synergy_Loewe=-42.4, Synergy_HSA=1.15. (8) Drug 1: CN1C2=C(C=C(C=C2)N(CCCl)CCCl)N=C1CCCC(=O)O.Cl. Drug 2: COC1=C2C(=CC3=C1OC=C3)C=CC(=O)O2. Cell line: K-562. Synergy scores: CSS=12.5, Synergy_ZIP=-6.20, Synergy_Bliss=-6.73, Synergy_Loewe=-5.69, Synergy_HSA=-3.20.